From a dataset of Forward reaction prediction with 1.9M reactions from USPTO patents (1976-2016). Predict the product of the given reaction. (1) Given the reactants [N:1]1[CH:2]=[N:3][N:4]2[CH:9]=[C:8]([C:10](=[O:28])[C:11]#[C:12][C:13]3(O[Si](C)(C)C)[CH2:22][CH2:21][C:16]4([O:20][CH2:19][CH2:18][O:17]4)[CH2:15][CH2:14]3)[CH:7]=[CH:6][C:5]=12.C(NCC)C.CO.[O:36]1C=CCC1=O, predict the reaction product. The product is: [N:1]1[CH:2]=[N:3][N:4]2[CH:9]=[C:8]([C:10]3[O:28][C:13]4([C:12](=[O:36])[CH:11]=3)[CH2:22][CH2:21][C:16]3([O:20][CH2:19][CH2:18][O:17]3)[CH2:15][CH2:14]4)[CH:7]=[CH:6][C:5]=12. (2) Given the reactants [C:1]1([C:7]2[C:12]([N:13]3[CH2:18][CH2:17][NH:16][CH2:15][CH2:14]3)=[CH:11][N:10]=[CH:9][N:8]=2)[CH:6]=[CH:5][CH:4]=[CH:3][CH:2]=1.[CH2:19]([N:26]=[C:27]=[O:28])[C:20]1[CH:25]=[CH:24][CH:23]=[CH:22][CH:21]=1, predict the reaction product. The product is: [CH2:19]([NH:26][C:27]([N:16]1[CH2:17][CH2:18][N:13]([C:12]2[C:7]([C:1]3[CH:2]=[CH:3][CH:4]=[CH:5][CH:6]=3)=[N:8][CH:9]=[N:10][CH:11]=2)[CH2:14][CH2:15]1)=[O:28])[C:20]1[CH:25]=[CH:24][CH:23]=[CH:22][CH:21]=1. (3) Given the reactants [CH2:1]([O:3][C:4](=[O:20])[C:5]1[CH:10]=[CH:9][CH:8]=[CH:7][C:6]=1B1OC(C)(C)C(C)(C)O1)[CH3:2].Br[C:22]1[CH:23]=[C:24]2[C:29](=[CH:30][CH:31]=1)[N:28]=[C:27]([NH2:32])[CH:26]=[CH:25]2.C([O-])(=O)C.[K+].CCO.O, predict the reaction product. The product is: [NH2:32][C:27]1[CH:26]=[CH:25][C:24]2[C:29](=[CH:30][CH:31]=[C:22]([C:6]3[CH:7]=[CH:8][CH:9]=[CH:10][C:5]=3[C:4]([O:3][CH2:1][CH3:2])=[O:20])[CH:23]=2)[N:28]=1. (4) Given the reactants [NH2:1][C:2]1[CH:3]=[C:4]([CH:9]=[CH:10][C:11]=1[S:12][CH3:13])[CH2:5][N:6]([CH3:8])[CH3:7].Cl[C:15]1C=CC=C(C(OO)=[O:22])C=1.[S:25]([O-:28])([O-])=[O:26].[Na+].[Na+], predict the reaction product. The product is: [NH2:1][C:2]1[CH:3]=[C:4]([CH:9]=[CH:10][C:11]=1[S:12]([CH3:13])=[O:22])[CH2:5][N:6]([CH3:8])[CH3:7].[NH2:1][C:2]1[CH:3]=[C:4]([CH:9]=[CH:10][C:11]=1[S:25]([CH3:15])(=[O:28])=[O:26])[CH2:5][N:6]([CH3:8])[CH3:7]. (5) Given the reactants [Br:1][C:2]1[CH:11]=[C:10]2[C:5]([CH:6]=[CH:7][C:8]([NH2:12])=[N:9]2)=[N:4][CH:3]=1.ClC(Cl)(O[C:17](=[O:23])OC(Cl)(Cl)Cl)Cl.[C:25]1([CH2:31][CH2:32][NH2:33])[CH:30]=[CH:29][CH:28]=[CH:27][CH:26]=1.O, predict the reaction product. The product is: [Br:1][C:2]1[CH:11]=[C:10]2[C:5]([CH:6]=[CH:7][C:8]([NH:12][C:17]([NH:33][CH2:32][CH2:31][C:25]3[CH:30]=[CH:29][CH:28]=[CH:27][CH:26]=3)=[O:23])=[N:9]2)=[N:4][CH:3]=1. (6) Given the reactants C([NH+](CC)CC)C.[N:8]([C@@H:11]1[C@@H:15]([CH2:16][P:17]([OH:20])(=[O:19])[OH:18])[O:14][C@@H:13]([N:21]2[CH:29]=[C:27]([CH3:28])[C:25](=[O:26])[NH:24][C:22]2=[O:23])[CH2:12]1)=[N+:9]=[N-:10].C(N1C=CN=C1)(N1C=CN=C1)=O.C([NH+](CCCC)CCCC)CCC.C([NH+](CCCC)CCCC)CCC.[F:68][C:69]([F:78])([P:74](=O)([O-:76])[O-:75])[P:70](=[O:73])([OH:72])[OH:71], predict the reaction product. The product is: [CH3:28][C:27]1[C:25](=[O:26])[NH:24][C:22](=[O:23])[N:21]([C@@H:13]2[O:14][C@H:15]([CH2:16][P:17]([O:18][P:74]([OH:76])([C:69]([P:70]([OH:73])([OH:72])=[O:71])([F:78])[F:68])=[O:75])([OH:20])=[O:19])[C@@H:11]([N:8]=[N+:9]=[N-:10])[CH2:12]2)[CH:29]=1.